From a dataset of Forward reaction prediction with 1.9M reactions from USPTO patents (1976-2016). Predict the product of the given reaction. (1) Given the reactants Cl[C:2]1[C:13]2[CH:12]=[C:11]([C:14]([O:16][CH3:17])=[O:15])[CH2:10][CH2:9][CH2:8][NH:7][C:6]=2[N:5]=[CH:4][N:3]=1.[Cl:18][C:19]1[CH:20]=[C:21]([CH:23]=[CH:24][C:25]=1[O:26][CH2:27][C:28]1[CH:33]=[CH:32][CH:31]=[C:30]([F:34])[CH:29]=1)[NH2:22].[Cl-].[NH+]1C=CC=CC=1.C(=O)(O)[O-].[Na+], predict the reaction product. The product is: [Cl:18][C:19]1[CH:20]=[C:21]([NH:22][C:2]2[C:13]3[CH:12]=[C:11]([C:14]([O:16][CH3:17])=[O:15])[CH2:10][CH2:9][CH2:8][NH:7][C:6]=3[N:5]=[CH:4][N:3]=2)[CH:23]=[CH:24][C:25]=1[O:26][CH2:27][C:28]1[CH:33]=[CH:32][CH:31]=[C:30]([F:34])[CH:29]=1. (2) Given the reactants [CH:1]1[C:6]2=[N:7][S:8][N:9]=[C:5]2[C:4]([NH:10][C:11]2[NH:15][CH2:14][CH2:13][N:12]=2)=[C:3]([Cl:16])[CH:2]=1.C(O)(=O)C, predict the reaction product. The product is: [CH:1]1[C:6]2=[N:7][S:8][N:9]=[C:5]2[C:4]([NH:10][C:11]2[NH:15][CH2:14][CH2:13][N:12]=2)=[C:3]([Cl:16])[CH:2]=1.[ClH:16]. (3) Given the reactants [NH2:1][C:2]1[N:3]([C@H:19]([CH:25]2[CH2:30]CCC[CH2:26]2)[CH2:20][CH2:21][C:22](O)=[O:23])[CH2:4][C:5]2[CH:11]=[C:10]([O:12][C:13]3[CH:18]=[CH:17][CH:16]=[CH:15][CH:14]=3)[N:9]=[CH:8][C:6]=2[N:7]=1.C(Cl)(=O)C(Cl)=O.[CH2:37]([OH:44])[C:38]1[CH:43]=[CH:42][CH:41]=[CH:40][CH:39]=1, predict the reaction product. The product is: [CH2:37]([O:44][C:22](=[O:23])[CH2:21][CH2:20][CH:19]([N:3]1[CH2:4][C:5]2[CH:11]=[C:10]([O:12][C:13]3[CH:14]=[CH:15][CH:16]=[CH:17][CH:18]=3)[N:9]=[CH:8][C:6]=2[N:7]=[C:2]1[NH2:1])[CH:25]([CH3:30])[CH3:26])[C:38]1[CH:43]=[CH:42][CH:41]=[CH:40][CH:39]=1. (4) Given the reactants [ClH:1].Cl.Cl.[CH:4]1([NH:7][C:8]([C:10]2[C:18]3[CH:17]=[C:16]([C:19]4[C:24]([Cl:25])=[CH:23][N:22]=[C:21]([NH:26][CH2:27][CH2:28][CH2:29][N:30]5[CH2:35][CH2:34][N:33]([CH3:36])[CH2:32][CH2:31]5)[N:20]=4)[S:15][C:14]=3[CH:13]=[CH:12][CH:11]=2)=[O:9])CC1.[CH3:37]NC(C1C2C=C(C3C([Cl:56])=CN=C(Cl)N=3)SC=2C=CC=1)=O.C(N1CCN(CCCN)CC1)C, predict the reaction product. The product is: [ClH:25].[ClH:56].[ClH:1].[CH3:4][NH:7][C:8]([C:10]1[C:18]2[CH:17]=[C:16]([C:19]3[C:24]([Cl:25])=[CH:23][N:22]=[C:21]([NH:26][CH2:27][CH2:28][CH2:29][N:30]4[CH2:31][CH2:32][N:33]([CH2:36][CH3:37])[CH2:34][CH2:35]4)[N:20]=3)[S:15][C:14]=2[CH:13]=[CH:12][CH:11]=1)=[O:9].